From a dataset of Full USPTO retrosynthesis dataset with 1.9M reactions from patents (1976-2016). Predict the reactants needed to synthesize the given product. (1) Given the product [I:11][C:12]1[CH:17]=[CH:16][C:15]([S:18]([N:2]2[CH2:5][CH:4]([C:6]([OH:8])=[O:7])[CH2:3]2)(=[O:20])=[O:19])=[CH:14][CH:13]=1, predict the reactants needed to synthesize it. The reactants are: Cl.[NH:2]1[CH2:5][CH:4]([C:6]([OH:8])=[O:7])[CH2:3]1.[OH-].[Na+].[I:11][C:12]1[CH:17]=[CH:16][C:15]([S:18](Cl)(=[O:20])=[O:19])=[CH:14][CH:13]=1.Cl. (2) Given the product [F:22][C:17]1[CH:18]=[CH:19][CH:20]=[CH:21][C:16]=1[C:13]1[CH:14]=[CH:15][C:10]([C:8]2[NH:7][C:6]3[CH:23]=[C:2]([S:25]([CH3:24])(=[O:27])=[O:26])[CH:3]=[CH:4][C:5]=3[N:9]=2)=[CH:11][CH:12]=1, predict the reactants needed to synthesize it. The reactants are: Br[C:2]1[CH:3]=[CH:4][C:5]2[N:9]=[C:8]([C:10]3[CH:15]=[CH:14][C:13]([C:16]4[CH:21]=[CH:20][CH:19]=[CH:18][C:17]=4[F:22])=[CH:12][CH:11]=3)[NH:7][C:6]=2[CH:23]=1.[CH3:24][S:25]([O-:27])=[O:26].[Na+].N[C@@H]1CCCC[C@H]1N. (3) Given the product [CH2:1]([O:8][N:9]1[C:15](=[O:16])[N:14]2[CH2:17][C@H:10]1[CH2:11][CH2:12][C@H:13]2[C:18]([NH:21][O:22][CH2:23][C@@H:24]([NH:26][C:27](=[O:33])[O:28][C:29]([CH3:32])([CH3:31])[CH3:30])[CH3:25])=[O:20])[C:2]1[CH:3]=[CH:4][CH:5]=[CH:6][CH:7]=1, predict the reactants needed to synthesize it. The reactants are: [CH2:1]([O:8][N:9]1[C:15](=[O:16])[N:14]2[CH2:17][C@H:10]1[CH2:11][CH2:12][C@H:13]2[C:18]([OH:20])=O)[C:2]1[CH:7]=[CH:6][CH:5]=[CH:4][CH:3]=1.[NH2:21][O:22][CH2:23][C@@H:24]([NH:26][C:27](=[O:33])[O:28][C:29]([CH3:32])([CH3:31])[CH3:30])[CH3:25].ON1C2C=CC=CC=2N=N1.Cl.C(N=C=NCCCN(C)C)C. (4) Given the product [CH2:11]([O:13][C:14](=[O:19])[C:15]([O:10][C:5]1[CH:4]=[CH:3][C:2]([Cl:1])=[CH:9][C:6]=1[CH:7]=[O:8])([CH3:17])[CH3:16])[CH3:12], predict the reactants needed to synthesize it. The reactants are: [Cl:1][C:2]1[CH:3]=[CH:4][C:5]([OH:10])=[C:6]([CH:9]=1)[CH:7]=[O:8].[CH2:11]([O:13][C:14](=[O:19])[C:15](Br)([CH3:17])[CH3:16])[CH3:12].C([O-])([O-])=O.[K+].[K+]. (5) Given the product [CH:1]1([O:6][C:7]2[CH:8]=[C:9]([CH:15]([N:20]3[C:41](=[O:44])[C:42]4[C:27](=[CH:22][CH:23]=[CH:24][C:25]=4[C:26]4[NH:30][CH:32]=[CH:46][CH:47]=4)[C:28]3=[O:29])[CH2:16][C:17](=[O:19])[CH3:18])[CH:10]=[CH:11][C:12]=2[O:13][CH3:14])[CH2:2][CH2:3][CH2:4][CH2:5]1, predict the reactants needed to synthesize it. The reactants are: [CH:1]1([O:6][C:7]2[CH:8]=[C:9]([CH:15]([N:20]3[C:28](=[O:29])[C:27]4[C:22](=[CH:23][CH:24]=[CH:25][C:26]=4[NH2:30])C3=O)[CH2:16][C:17](=[O:19])[CH3:18])[CH:10]=[CH:11][C:12]=2[O:13][CH3:14])[CH2:5][CH2:4][CH2:3][CH2:2]1.[CH3:32]OC1CCC(OC)O1.[C:41]([OH:44])(=O)[CH3:42].Cl[CH2:46][CH2:47]Cl. (6) Given the product [Cl:1][C:2]1[CH:7]=[C:6]([O:8][CH3:9])[C:5]([CH3:10])=[CH:4][C:3]=1[C:11]1[CH:16]=[CH:15][N:14]=[C:13]([NH:17][CH:18]([CH:21]2[CH2:22][CH2:23]2)[CH2:19][CH3:20])[C:12]=1[NH2:24], predict the reactants needed to synthesize it. The reactants are: [Cl:1][C:2]1[CH:7]=[C:6]([O:8][CH3:9])[C:5]([CH3:10])=[CH:4][C:3]=1[C:11]1[CH:16]=[CH:15][N:14]=[C:13]([NH:17][CH:18]([CH:21]2[CH2:23][CH2:22]2)[CH2:19][CH3:20])[C:12]=1[N+:24]([O-])=O.Cl[Sn]Cl. (7) Given the product [Br:12][C:7]1[CH:8]=[CH:9][CH:10]=[C:11]2[C:6]=1[CH:5]=[CH:4][N:3]=[C:2]2[NH:23][C:22]1[CH:24]=[CH:25][CH:26]=[C:20]([C:17]2[N:18]([CH3:19])[C:14]([CH3:13])=[N:15][CH:16]=2)[CH:21]=1, predict the reactants needed to synthesize it. The reactants are: Cl[C:2]1[C:11]2[C:6](=[C:7]([Br:12])[CH:8]=[CH:9][CH:10]=2)[CH:5]=[CH:4][N:3]=1.[CH3:13][C:14]1[N:18]([CH3:19])[C:17]([C:20]2[CH:21]=[C:22]([CH:24]=[CH:25][CH:26]=2)[NH2:23])=[CH:16][N:15]=1.C(=O)([O-])[O-].[K+].[K+]. (8) Given the product [Cl:9][C:4]1[N:5]=[C:6]([Cl:8])[N:7]=[C:2]([N:16]2[CH2:21][CH2:20][CH2:19][CH2:18][CH2:17]2)[N:3]=1, predict the reactants needed to synthesize it. The reactants are: Cl[C:2]1[N:7]=[C:6]([Cl:8])[N:5]=[C:4]([Cl:9])[N:3]=1.C(=O)([O-])[O-].[Na+].[Na+].[NH:16]1[CH2:21][CH2:20][CH2:19][CH2:18][CH2:17]1.